This data is from Full USPTO retrosynthesis dataset with 1.9M reactions from patents (1976-2016). The task is: Predict the reactants needed to synthesize the given product. (1) Given the product [Cl:9][C:6]1[CH:7]=[CH:8][C:3]([CH2:2][CH:26]([C:23]2[CH:22]=[CH:21][C:20]([C:17]3[CH:16]=[CH:15][C:14]([O:13][C:12]([F:29])([F:11])[F:28])=[CH:19][CH:18]=3)=[CH:25][N:24]=2)[OH:27])=[C:4]([F:10])[CH:5]=1, predict the reactants needed to synthesize it. The reactants are: Br[CH2:2][C:3]1[CH:8]=[CH:7][C:6]([Cl:9])=[CH:5][C:4]=1[F:10].[F:11][C:12]([F:29])([F:28])[O:13][C:14]1[CH:19]=[CH:18][C:17]([C:20]2[CH:21]=[CH:22][C:23]([CH:26]=[O:27])=[N:24][CH:25]=2)=[CH:16][CH:15]=1. (2) Given the product [CH3:24][O:23][C:19]1[CH:18]=[C:17]([CH:22]=[CH:21][CH:20]=1)[CH2:15][C:10]1[CH:11]=[CH:12][CH:13]=[CH:14][C:9]=1[OH:8], predict the reactants needed to synthesize it. The reactants are: C([O:8][C:9]1[CH:14]=[CH:13][CH:12]=[CH:11][C:10]=1[CH:15]([C:17]1[CH:22]=[CH:21][CH:20]=[C:19]([O:23][CH3:24])[CH:18]=1)O)C1C=CC=CC=1.Cl.